The task is: Binary Classification. Given a T-cell receptor sequence (or CDR3 region) and an epitope sequence, predict whether binding occurs between them.. This data is from TCR-epitope binding with 47,182 pairs between 192 epitopes and 23,139 TCRs. (1) The epitope is QASQEVKNW. The TCR CDR3 sequence is CASSPPLGSGSGDEKLFF. Result: 0 (the TCR does not bind to the epitope). (2) The epitope is SEETGTLIV. The TCR CDR3 sequence is CASSLVQGGVYNEQFF. Result: 1 (the TCR binds to the epitope). (3) The epitope is RLRAEAQVK. The TCR CDR3 sequence is CASSLGGVLGETQYF. Result: 1 (the TCR binds to the epitope). (4) The epitope is QECVRGTTVL. The TCR CDR3 sequence is CASSPPSGYWEKLFF. Result: 0 (the TCR does not bind to the epitope).